Dataset: Forward reaction prediction with 1.9M reactions from USPTO patents (1976-2016). Task: Predict the product of the given reaction. (1) The product is: [C:1]([O:4][CH:5]([C:7]1[N+:17]([O-:18])=[CH:16][C:10]2[C:9]([C:8]=1[Br:26])=[CH:14][C:13]([F:15])=[CH:12][CH:11]=2)[CH3:6])(=[O:3])[CH3:2]. Given the reactants [C:1]([O:4][CH:5]([C:7]#[C:8][C:9]1[CH:14]=[C:13]([F:15])[CH:12]=[CH:11][C:10]=1/[CH:16]=[N:17]/[OH:18])[CH3:6])(=[O:3])[CH3:2].C1C(=O)N([Br:26])C(=O)C1, predict the reaction product. (2) Given the reactants [OH:1][CH2:2][CH:3]1[NH:9][C:8](=[O:10])[CH2:7][CH2:6][CH2:5][CH2:4]1.CC(OI1(OC(C)=O)(OC(C)=O)OC(=O)C2C1=CC=CC=2)=O, predict the reaction product. The product is: [O:10]=[C:8]1[NH:9][CH:3]([CH:2]=[O:1])[CH2:4][CH2:5][CH2:6][CH2:7]1.